This data is from NCI-60 drug combinations with 297,098 pairs across 59 cell lines. The task is: Regression. Given two drug SMILES strings and cell line genomic features, predict the synergy score measuring deviation from expected non-interaction effect. (1) Drug 1: CC1CCC2CC(C(=CC=CC=CC(CC(C(=O)C(C(C(=CC(C(=O)CC(OC(=O)C3CCCCN3C(=O)C(=O)C1(O2)O)C(C)CC4CCC(C(C4)OC)O)C)C)O)OC)C)C)C)OC. Drug 2: C(CC(=O)O)C(=O)CN.Cl. Cell line: COLO 205. Synergy scores: CSS=19.4, Synergy_ZIP=-8.04, Synergy_Bliss=-3.03, Synergy_Loewe=-6.91, Synergy_HSA=-3.17. (2) Drug 1: CCCS(=O)(=O)NC1=C(C(=C(C=C1)F)C(=O)C2=CNC3=C2C=C(C=N3)C4=CC=C(C=C4)Cl)F. Drug 2: C1CC(=O)NC(=O)C1N2CC3=C(C2=O)C=CC=C3N. Cell line: U251. Synergy scores: CSS=4.81, Synergy_ZIP=-4.09, Synergy_Bliss=-2.28, Synergy_Loewe=-0.706, Synergy_HSA=-0.595. (3) Drug 1: CC(CN1CC(=O)NC(=O)C1)N2CC(=O)NC(=O)C2. Drug 2: C1CN(CCN1C(=O)CCBr)C(=O)CCBr. Cell line: SNB-75. Synergy scores: CSS=9.19, Synergy_ZIP=-2.98, Synergy_Bliss=-0.797, Synergy_Loewe=-2.94, Synergy_HSA=-0.0291. (4) Drug 1: COC1=C(C=C2C(=C1)N=CN=C2NC3=CC(=C(C=C3)F)Cl)OCCCN4CCOCC4. Drug 2: COCCOC1=C(C=C2C(=C1)C(=NC=N2)NC3=CC=CC(=C3)C#C)OCCOC.Cl. Cell line: NCI/ADR-RES. Synergy scores: CSS=20.6, Synergy_ZIP=-5.43, Synergy_Bliss=-0.0509, Synergy_Loewe=1.70, Synergy_HSA=2.84.